This data is from Full USPTO retrosynthesis dataset with 1.9M reactions from patents (1976-2016). The task is: Predict the reactants needed to synthesize the given product. (1) The reactants are: [F:1][C:2]1[CH:3]=[C:4]([CH2:9][CH2:10][OH:11])[CH:5]=[CH:6][C:7]=1[F:8].C(N(CC)CC)C.[CH3:19][S:20](Cl)(=[O:22])=[O:21]. Given the product [F:1][C:2]1[CH:3]=[C:4]([CH2:9][CH2:10][O:11][S:20]([CH3:19])(=[O:22])=[O:21])[CH:5]=[CH:6][C:7]=1[F:8], predict the reactants needed to synthesize it. (2) The reactants are: C(O[CH:5]1[O:17][C@H:16]([CH2:18][O:19][C:20]([C:22]2[CH:27]=[CH:26][C:25]([CH3:28])=[CH:24][CH:23]=2)=[O:21])[C@@H:15]([F:29])[C@H:6]1[O:7][CH2:8][C:9]1[CH:14]=[CH:13][CH:12]=[CH:11][CH:10]=1)(=O)C.Br.CC(O)=O.[NH2:35][C:36]1[N:37]=[C:38]([Cl:45])[C:39]2[CH:44]=[CH:43][NH:42][C:40]=2[N:41]=1.[H-].[Na+]. Given the product [NH2:35][C:36]1[N:37]=[C:38]([Cl:45])[C:39]2[CH:44]=[CH:43][N:42]([C@@H:5]3[O:17][C@H:16]([CH2:18][O:19][C:20]([C:22]4[CH:27]=[CH:26][C:25]([CH3:28])=[CH:24][CH:23]=4)=[O:21])[C@@H:15]([F:29])[C@H:6]3[O:7][CH2:8][C:9]3[CH:10]=[CH:11][CH:12]=[CH:13][CH:14]=3)[C:40]=2[N:41]=1, predict the reactants needed to synthesize it. (3) Given the product [CH3:1][O:2][C:3]1[CH:4]=[CH:5][C:6]2[N:11]=[CH:10][C:9](=[O:12])[N:8]([CH2:29][C@@H:30]3[CH2:31][O:32]3)[C:7]=2[N:13]=1, predict the reactants needed to synthesize it. The reactants are: [CH3:1][O:2][C:3]1[CH:4]=[CH:5][C:6]2[N:11]=[CH:10][C:9](=[O:12])[NH:8][C:7]=2[N:13]=1.[H-].[Na+].[N+](C1C=C(S(O[CH2:29][C@H:30]2[O:32][CH2:31]2)(=O)=O)C=CC=1)([O-])=O.O. (4) Given the product [C:1]1(=[N:12]/[OH:13])/[CH2:2][CH2:3][C:4]2[C:9]/1=[CH:8][CH:7]=[CH:6][CH:5]=2, predict the reactants needed to synthesize it. The reactants are: [C:1]1(=O)[C:9]2[C:4](=[CH:5][CH:6]=[CH:7][CH:8]=2)[CH2:3][CH2:2]1.Cl.[NH2:12][OH:13].C([O-])(=O)C.[Na+]. (5) The reactants are: [I-].[CH3:2][C:3]1[CH:8]=[CH:7][CH:6]=[C:5]([CH3:9])[C:4]=1[CH2:10][NH:11][C:12]1[C:13]2[N:14]([C:25]([CH2:29][N+](C)(C)C)=[C:26]([CH3:28])[N:27]=2)[CH:15]=[C:16]([N:18]2[CH:23]=[CH:22][CH:21]=[CH:20][C:19]2=[O:24])[CH:17]=1.[OH2:34]. Given the product [CH3:9][C:5]1[CH:6]=[CH:7][CH:8]=[C:3]([CH3:2])[C:4]=1[CH2:10][NH:11][C:12]1[C:13]2[N:14]([C:25]([CH2:29][OH:34])=[C:26]([CH3:28])[N:27]=2)[CH:15]=[C:16]([N:18]2[CH:23]=[CH:22][CH:21]=[CH:20][C:19]2=[O:24])[CH:17]=1, predict the reactants needed to synthesize it. (6) The reactants are: COC1C(OC)=CC=CC=1C1[NH:15][N:14]=[C:13]([O:16][CH2:17][C:18]2[CH:23]=[CH:22][CH:21]=[CH:20][C:19]=2[F:24])[CH:12]=1.[F:25][CH:26]([F:37])[O:27][C:28]1[CH:36]=[CH:35][CH:34]=[CH:33][C:29]=1[C:30](O)=O. Given the product [F:25][CH:26]([F:37])[O:27][C:28]1[CH:36]=[CH:35][CH:34]=[CH:33][C:29]=1[C:30]1[NH:15][N:14]=[C:13]([O:16][CH2:17][C:18]2[CH:23]=[CH:22][CH:21]=[CH:20][C:19]=2[F:24])[CH:12]=1, predict the reactants needed to synthesize it. (7) Given the product [CH:47]([C:2]1[CH:3]=[C:4]2[N:10]([CH2:11][O:12][CH2:13][CH2:14][Si:15]([CH3:18])([CH3:17])[CH3:16])[C:9]([C:19]3[CH:24]=[CH:23][N:22]=[C:21]([NH:25][C:26](=[O:28])[CH3:27])[CH:20]=3)=[C:8]([C:29]3[CH:34]=[CH:33][C:32]([O:35][CH3:36])=[CH:31][N:30]=3)[C:5]2=[N:6][CH:7]=1)=[O:48], predict the reactants needed to synthesize it. The reactants are: Br[C:2]1[CH:3]=[C:4]2[N:10]([CH2:11][O:12][CH2:13][CH2:14][Si:15]([CH3:18])([CH3:17])[CH3:16])[C:9]([C:19]3[CH:24]=[CH:23][N:22]=[C:21]([NH:25][C:26](=[O:28])[CH3:27])[CH:20]=3)=[C:8]([C:29]3[CH:34]=[CH:33][C:32]([O:35][CH3:36])=[CH:31][N:30]=3)[C:5]2=[N:6][CH:7]=1.[Li]C.[Li]CCCC.CN([CH:47]=[O:48])C. (8) Given the product [Br:1][C:2]1[CH:7]=[CH:6][N:5]=[C:4]([N:13]2[CH2:14][CH2:15][N:10]([CH3:9])[CH2:11][CH2:12]2)[CH:3]=1, predict the reactants needed to synthesize it. The reactants are: [Br:1][C:2]1[CH:7]=[CH:6][N:5]=[C:4](Cl)[CH:3]=1.[CH3:9][N:10]1[CH2:15][CH2:14][NH:13][CH2:12][CH2:11]1.CCN(CC)CC.